The task is: Predict the reactants needed to synthesize the given product.. This data is from Full USPTO retrosynthesis dataset with 1.9M reactions from patents (1976-2016). (1) Given the product [F:8][C:5]1[CH:6]=[CH:7][C:2]([NH:1][C:40]([C:38]2[N:39]=[C:35]([C:33]3[CH:32]=[N:31][N:30]([CH2:29][O:28][CH2:27][CH2:26][Si:25]([CH3:44])([CH3:43])[CH3:24])[CH:34]=3)[S:36][CH:37]=2)=[O:41])=[C:3]([C:9]2[CH2:14][CH2:13][CH:12]([CH2:15][NH:16][C:17](=[O:23])[O:18][C:19]([CH3:20])([CH3:22])[CH3:21])[CH2:11][CH:10]=2)[CH:4]=1, predict the reactants needed to synthesize it. The reactants are: [NH2:1][C:2]1[CH:7]=[CH:6][C:5]([F:8])=[CH:4][C:3]=1[C:9]1[CH2:14][CH2:13][CH:12]([CH2:15][NH:16][C:17](=[O:23])[O:18][C:19]([CH3:22])([CH3:21])[CH3:20])[CH2:11][CH:10]=1.[CH3:24][Si:25]([CH3:44])([CH3:43])[CH2:26][CH2:27][O:28][CH2:29][N:30]1[CH:34]=[C:33]([C:35]2[S:36][CH:37]=[C:38]([C:40](O)=[O:41])[N:39]=2)[CH:32]=[N:31]1.CN(C(ON1N=NC2C=CC=NC1=2)=[N+](C)C)C.F[P-](F)(F)(F)(F)F.CCN(C(C)C)C(C)C. (2) Given the product [Br:1][C:2]1[CH:3]=[CH:4][C:5]([C:9](=[N:12][NH2:13])[NH2:10])=[N:6][C:7]=1[CH3:8], predict the reactants needed to synthesize it. The reactants are: [Br:1][C:2]1[CH:3]=[CH:4][C:5]([C:9]#[N:10])=[N:6][C:7]=1[CH3:8].O.[NH2:12][NH2:13]. (3) The reactants are: [N+:1]([C:4]1[CH:5]=[C:6]([C:12]2[O:13][C:14]3[CH:20]=[CH:19][C:18]([C:21]4[CH:26]=[CH:25][CH:24]=[CH:23][CH:22]=4)=[CH:17][C:15]=3[N:16]=2)[C:7]([O:10][CH3:11])=[CH:8][CH:9]=1)([O-])=O. Given the product [NH2:1][C:4]1[CH:5]=[C:6]([C:12]2[O:13][C:14]3[CH:20]=[CH:19][C:18]([C:21]4[CH:22]=[CH:23][CH:24]=[CH:25][CH:26]=4)=[CH:17][C:15]=3[N:16]=2)[C:7]([O:10][CH3:11])=[CH:8][CH:9]=1, predict the reactants needed to synthesize it. (4) Given the product [CH2:39]([O:36][C:22]1[CH:21]=[CH:20][C:19]([O:18][Si:1]([C:14]([CH3:17])([CH3:16])[CH3:15])([C:8]2[CH:13]=[CH:12][CH:11]=[CH:10][CH:9]=2)[C:2]2[CH:3]=[CH:4][CH:5]=[CH:6][CH:7]=2)=[CH:24][C:23]=1[N:25]1[C:33](=[O:34])[C:32]2[C:27](=[CH:28][CH:29]=[CH:30][CH:31]=2)[C:26]1=[O:35])[CH:38]=[CH2:37], predict the reactants needed to synthesize it. The reactants are: [Si:1]([O:18][C:19]1[CH:20]=[CH:21][C:22]([OH:36])=[C:23]([N:25]2[C:33](=[O:34])[C:32]3[C:27](=[CH:28][CH:29]=[CH:30][CH:31]=3)[C:26]2=[O:35])[CH:24]=1)([C:14]([CH3:17])([CH3:16])[CH3:15])([C:8]1[CH:13]=[CH:12][CH:11]=[CH:10][CH:9]=1)[C:2]1[CH:7]=[CH:6][CH:5]=[CH:4][CH:3]=1.[CH2:37](Br)[CH:38]=[CH2:39].C([O-])([O-])=O.[K+].[K+]. (5) The reactants are: [NH2:1][C:2]1[CH:7]=[CH:6][CH:5]=[CH:4][CH:3]=1.[N+](=[CH:10][C:11]([O:13][CH2:14][CH3:15])=[O:12])=[N-]. Given the product [CH2:14]([O:13][C:11](=[O:12])[CH2:10][NH:1][C:2]1[CH:7]=[CH:6][CH:5]=[CH:4][CH:3]=1)[CH3:15], predict the reactants needed to synthesize it. (6) Given the product [CH3:15][O:14][C:5]1[CH:10]=[CH:9][N:8]2[N:11]=[CH:12][C:13]([C:23]([O:27][CH2:28][CH3:29])=[O:26])=[C:7]2[CH:6]=1, predict the reactants needed to synthesize it. The reactants are: COC([C:5]1[CH:10]=[CH:9][N:8]2[N:11]=[CH:12][CH:13]=[C:7]2[CH:6]=1)=O.[OH:14][CH2:15]CC1C=CN=CC=1.[C:23]([O:27][CH2:28][CH3:29])(=[O:26])C#C.C([O-])([O-])=O.[K+].[K+].